Regression. Given a peptide amino acid sequence and an MHC pseudo amino acid sequence, predict their binding affinity value. This is MHC class I binding data. From a dataset of Peptide-MHC class I binding affinity with 185,985 pairs from IEDB/IMGT. (1) The MHC is Mamu-A01 with pseudo-sequence Mamu-A01. The binding affinity (normalized) is 0. The peptide sequence is GTADKMPATS. (2) The peptide sequence is PLAKGLFHK. The MHC is HLA-A11:01 with pseudo-sequence HLA-A11:01. The binding affinity (normalized) is 0.281. (3) The binding affinity (normalized) is 0.0847. The peptide sequence is YSLEYFQFVKK. The MHC is HLA-B14:02 with pseudo-sequence HLA-B14:02. (4) The peptide sequence is FLKEKGGL. The MHC is HLA-B18:01 with pseudo-sequence HLA-B18:01. The binding affinity (normalized) is 0.0130. (5) The binding affinity (normalized) is 0.301. The peptide sequence is RQPPTAFEF. The MHC is Mamu-B3901 with pseudo-sequence Mamu-B3901. (6) The peptide sequence is IHDFVDKTL. The MHC is HLA-A26:01 with pseudo-sequence HLA-A26:01. The binding affinity (normalized) is 0.0847. (7) The peptide sequence is YPGIKVRQL. The MHC is HLA-A02:03 with pseudo-sequence HLA-A02:03. The binding affinity (normalized) is 0.